This data is from Forward reaction prediction with 1.9M reactions from USPTO patents (1976-2016). The task is: Predict the product of the given reaction. (1) Given the reactants Cl[C:2]1[CH:7]=[C:6]([C:8]2[CH:13]=[C:12]([C:14]3[CH:19]=[CH:18][C:17]([C:20]([F:23])([F:22])[F:21])=[CH:16][CH:15]=3)[CH:11]=[C:10]([CH:24]3[CH2:26][CH2:25]3)[N:9]=2)[CH:5]=[CH:4][N:3]=1.[NH2:27][C:28]1[CH:33]=[CH:32][C:31](B2OC(C)(C)C(C)(C)O2)=[CH:30][N:29]=1, predict the reaction product. The product is: [CH:24]1([C:10]2[N:9]=[C:8]([C:6]3[CH:5]=[CH:4][N:3]=[C:2]([C:31]4[CH:30]=[N:29][C:28]([NH2:27])=[CH:33][CH:32]=4)[CH:7]=3)[CH:13]=[C:12]([C:14]3[CH:19]=[CH:18][C:17]([C:20]([F:23])([F:22])[F:21])=[CH:16][CH:15]=3)[CH:11]=2)[CH2:26][CH2:25]1. (2) Given the reactants [CH3:1][C:2]1[CH:3]=[N:4][C:5]2[C:10]([CH:11]=1)=[CH:9][CH:8]=[CH:7][C:6]=2O.S([O-])([O-])=O.[NH4+:17].[NH4+].N, predict the reaction product. The product is: [CH3:1][C:2]1[CH:3]=[N:4][C:5]2[C:10]([CH:11]=1)=[CH:9][CH:8]=[CH:7][C:6]=2[NH2:17]. (3) Given the reactants [F:1][C:2]1[C:3]([CH3:12])=[CH:4][C:5]2[S:9][C:8]([NH2:10])=[N:7][C:6]=2[CH:11]=1.[Cl:13][C:14]1[CH:15]=[C:16]([CH:20]=[CH:21][CH:22]=1)[C:17](Cl)=[O:18].Br[CH:24]([CH3:30])[C:25]([O:27]CC)=[O:26].FC1C2N=C(N)SC=2C=C(F)C=1.C1(C)C=CC(C(Cl)=O)=CC=1.BrCC(OCC)=O, predict the reaction product. The product is: [Cl:13][C:14]1[CH:15]=[C:16]([CH:20]=[CH:21][CH:22]=1)[C:17]([N:10]=[C:8]1[N:7]([CH:24]([CH3:30])[C:25]([OH:27])=[O:26])[C:6]2[CH:11]=[C:2]([F:1])[C:3]([CH3:12])=[CH:4][C:5]=2[S:9]1)=[O:18]. (4) Given the reactants C(O)C.[OH-].[K+].[CH2:6]([C:12]1[CH:20]=[C:19]2[C:15]([C:16](=[O:23])[C:17]([CH3:22])([CH3:21])[CH2:18]2)=[CH:14][C:13]=1[O:24][CH2:25][CH2:26][CH2:27][C:28]([O:30]CC)=[O:29])[CH2:7][CH2:8][CH2:9][CH2:10][CH3:11], predict the reaction product. The product is: [CH2:6]([C:12]1[CH:20]=[C:19]2[C:15]([C:16](=[O:23])[C:17]([CH3:22])([CH3:21])[CH2:18]2)=[CH:14][C:13]=1[O:24][CH2:25][CH2:26][CH2:27][C:28]([OH:30])=[O:29])[CH2:7][CH2:8][CH2:9][CH2:10][CH3:11]. (5) Given the reactants [NH2:1][C:2]1[CH:3]=[CH:4][C:5]([F:17])=[C:6]([C@:8]2([CH3:16])[C@@H:13]([F:14])[CH2:12][O:11][C:10]([NH2:15])=[N:9]2)[CH:7]=1.[Cl:18][C:19]1[CH:20]=[CH:21][C:22]([C:25](O)=[O:26])=[N:23][CH:24]=1, predict the reaction product. The product is: [NH2:15][C:10]1[O:11][CH2:12][C@H:13]([F:14])[C@:8]([C:6]2[CH:7]=[C:2]([NH:1][C:25]([C:22]3[CH:21]=[CH:20][C:19]([Cl:18])=[CH:24][N:23]=3)=[O:26])[CH:3]=[CH:4][C:5]=2[F:17])([CH3:16])[N:9]=1. (6) Given the reactants [CH3:1][C:2]1[S:3][CH:4]=[C:5](Br)[CH:6]=1.S1C=CC([B:13]([OH:15])[OH:14])=C1, predict the reaction product. The product is: [CH3:1][C:2]1[S:3][CH:4]=[C:5]([B:13]([OH:15])[OH:14])[CH:6]=1.